This data is from Peptide-MHC class II binding affinity with 134,281 pairs from IEDB. The task is: Regression. Given a peptide amino acid sequence and an MHC pseudo amino acid sequence, predict their binding affinity value. This is MHC class II binding data. The binding affinity (normalized) is 0.348. The peptide sequence is IGNGGPCLFMRTVSH. The MHC is DRB1_1501 with pseudo-sequence DRB1_1501.